This data is from Forward reaction prediction with 1.9M reactions from USPTO patents (1976-2016). The task is: Predict the product of the given reaction. Given the reactants F[C:2]1C=CC=C(F)C=1CN1C(=O)C=CC(CC2C3C(=CC=CC=3)N(CC(O)=O)C=2C)=C1.[Cl:32][C:33]1[CH:34]=[C:35]2[C:39](=[CH:40][CH:41]=1)[N:38]([CH2:42][C:43]([O:45][CH3:46])=[O:44])[CH:37]=[C:36]2[CH2:47][C:48]1[CH:49]=[N:50][C:51]([O:54]C)=[CH:52][CH:53]=1.[F:56][C:57]1[CH:58]=[C:59]([CH:62]=[CH:63][CH:64]=1)[CH2:60]Br.[Na+].[I-], predict the reaction product. The product is: [Cl:32][C:33]1[CH:34]=[C:35]2[C:39](=[CH:40][CH:41]=1)[N:38]([CH2:42][C:43]([O:45][CH3:46])=[O:44])[C:37]([CH3:2])=[C:36]2[CH2:47][C:48]1[CH:53]=[CH:52][C:51](=[O:54])[N:50]([CH2:60][C:59]2[CH:62]=[CH:63][CH:64]=[C:57]([F:56])[CH:58]=2)[CH:49]=1.